Predict the reaction yield, written as a fraction of the theoretical maximum amount of product (1.0 means a 100% yield; for example, 0.34 means a 34% yield). From a dataset of Reaction yield outcomes from USPTO patents with 853,638 reactions. (1) The reactants are [NH2:1][C:2]1[C:3]([N:9]2[CH2:14][CH2:13][N:12](C(OC(C)(C)C)=O)[CH2:11][CH2:10]2)=[N:4][CH:5]=[N:6][C:7]=1[SH:8].[F:22][C:23]1[CH:28]=[CH:27][C:26]([CH2:29][CH2:30][C:31](O)=O)=[CH:25][CH:24]=1. No catalyst specified. The product is [F:22][C:23]1[CH:28]=[CH:27][C:26]([CH2:29][CH2:30][C:31]2[S:8][C:7]3[N:6]=[CH:5][N:4]=[C:3]([N:9]4[CH2:10][CH2:11][NH:12][CH2:13][CH2:14]4)[C:2]=3[N:1]=2)=[CH:25][CH:24]=1. The yield is 0.800. (2) The reactants are [CH3:1][O:2][C:3]1C(O)=C[CH:6]=[C:5](/[CH:10]=[CH:11]/[C:12]([CH2:14][C:15](/[CH:17]=[CH:18]/[C:19]2[CH:27]=[C:24]([O:25][CH3:26])[C:22]([OH:23])=[CH:21][CH:20]=2)=[O:16])=[O:13])[CH:4]=1.[N+](=[CH2:30])=[N-].C[CH2:32][O:33][CH2:34][CH3:35]. The catalyst is CO. The product is [CH3:32][O:33][C:34]1[CH:35]=[CH:6][C:5](/[CH:10]=[CH:11]/[C:12](/[OH:13])=[CH:14]/[C:15](/[CH:17]=[CH:18]/[C:19]2[CH:20]=[CH:21][C:22]([O:23][CH3:30])=[C:24]([O:25][CH3:26])[CH:27]=2)=[O:16])=[CH:4][C:3]=1[O:2][CH3:1]. The yield is 0.198. (3) The reactants are [Cl:1][C:2]1[S:31][C:5]2[NH:6][C:7]([C:9]([NH:11][C@@H:12]3[CH2:20][C:19]4[C:14](=[CH:15][CH:16]=[CH:17][CH:18]=4)[C@H:13]3[N:21]([CH3:30])[C:22]([C@@H:24]3[CH2:28][CH2:27][C:26](=[O:29])[O:25]3)=[O:23])=[O:10])=[CH:8][C:4]=2[CH:3]=1.[NH3:32]. No catalyst specified. The product is [Cl:1][C:2]1[S:31][C:5]2[NH:6][C:7]([C:9]([NH:11][C@@H:12]3[CH2:20][C:19]4[C:14](=[CH:15][CH:16]=[CH:17][CH:18]=4)[C@H:13]3[N:21]([CH3:30])[C:22](=[O:23])[C@@H:24]([OH:25])[CH2:28][CH2:27][C:26]([NH2:32])=[O:29])=[O:10])=[CH:8][C:4]=2[CH:3]=1. The yield is 0.490. (4) The reactants are [CH:1]([N:4]1[C:13]2[C:8](=[CH:9][C:10]3[O:16][CH2:15][O:14][C:11]=3[CH:12]=2)[C:7]([C:17]2[CH:22]=[CH:21][C:20]([OH:23])=[C:19]([NH2:24])[CH:18]=2)=[N:6][C:5]1=[O:25])([CH3:3])[CH3:2].[CH:26](OCC)(OCC)OCC. The catalyst is CCOC(C)=O. The product is [CH:1]([N:4]1[C:13]2[C:8](=[CH:9][C:10]3[O:16][CH2:15][O:14][C:11]=3[CH:12]=2)[CH:7]([C:17]2[CH:22]=[CH:21][C:20]3[O:23][CH:26]=[N:24][C:19]=3[CH:18]=2)[NH:6][C:5]1=[O:25])([CH3:3])[CH3:2]. The yield is 0.710. (5) The reactants are Cl[C:2]1[C:7](Cl)=[N:6][CH:5]=[CH:4][N:3]=1.[CH3:9][C:10]1[CH:11]=[C:12](B(O)O)[CH:13]=[CH:14][CH:15]=1.C(=O)([O-])[O-].[Na+].[Na+]. The catalyst is C1C=CC(P(C2C=CC=CC=2)C2C=CC=CC=2)=CC=1.C1C=CC(P(C2C=CC=CC=2)C2C=CC=CC=2)=CC=1.Cl[Pd]Cl.O.C(#N)C. The product is [C:10]1([CH3:9])[CH:11]=[CH:12][CH:13]=[C:14]([C:2]2[C:7]([C:14]3[CH:15]=[C:10]([CH3:9])[CH:11]=[CH:12][CH:13]=3)=[N:6][CH:5]=[CH:4][N:3]=2)[CH:15]=1. The yield is 0.800. (6) The reactants are [CH:1]1[C:13]2[N:12]([C:14]3[CH:19]=[CH:18][C:17]([C:20]4([C:33]5[CH:38]=[CH:37][C:36](I)=[CH:35][CH:34]=5)[C:32]5[CH:31]=[CH:30][CH:29]=[CH:28][C:27]=5[C:26]5[C:21]4=[CH:22][CH:23]=[CH:24][CH:25]=5)=[CH:16][CH:15]=3)[C:11]3[C:6](=[CH:7][CH:8]=[CH:9][CH:10]=3)[C:5]=2[CH:4]=[CH:3][CH:2]=1.C([Li])CCC.[C:45]1([Si:51](Cl)([C:58]2[CH:63]=[CH:62][CH:61]=[CH:60][CH:59]=2)[C:52]2[CH:57]=[CH:56][CH:55]=[CH:54][CH:53]=2)[CH:50]=[CH:49][CH:48]=[CH:47][CH:46]=1.[Cl-].[NH4+]. The catalyst is C1(C)C=CC=CC=1.O.C(Cl)(Cl)Cl.COC(C)(C)C. The product is [CH:1]1[C:13]2[N:12]([C:14]3[CH:19]=[CH:18][C:17]([C:20]4([C:33]5[CH:38]=[CH:37][C:36]([Si:51]([C:52]6[CH:53]=[CH:54][CH:55]=[CH:56][CH:57]=6)([C:58]6[CH:63]=[CH:62][CH:61]=[CH:60][CH:59]=6)[C:45]6[CH:46]=[CH:47][CH:48]=[CH:49][CH:50]=6)=[CH:35][CH:34]=5)[C:32]5[CH:31]=[CH:30][CH:29]=[CH:28][C:27]=5[C:26]5[C:21]4=[CH:22][CH:23]=[CH:24][CH:25]=5)=[CH:16][CH:15]=3)[C:11]3[C:6](=[CH:7][CH:8]=[CH:9][CH:10]=3)[C:5]=2[CH:4]=[CH:3][CH:2]=1. The yield is 0.210.